This data is from NCI-60 drug combinations with 297,098 pairs across 59 cell lines. The task is: Regression. Given two drug SMILES strings and cell line genomic features, predict the synergy score measuring deviation from expected non-interaction effect. (1) Drug 1: C1C(C(OC1N2C=NC3=C(N=C(N=C32)Cl)N)CO)O. Drug 2: CCN(CC)CCNC(=O)C1=C(NC(=C1C)C=C2C3=C(C=CC(=C3)F)NC2=O)C. Cell line: SR. Synergy scores: CSS=36.3, Synergy_ZIP=-2.35, Synergy_Bliss=-7.90, Synergy_Loewe=-9.40, Synergy_HSA=-6.06. (2) Drug 1: C1=CC(=CC=C1CCC2=CNC3=C2C(=O)NC(=N3)N)C(=O)NC(CCC(=O)O)C(=O)O. Drug 2: C1=CC=C(C=C1)NC(=O)CCCCCCC(=O)NO. Cell line: CAKI-1. Synergy scores: CSS=23.4, Synergy_ZIP=0.214, Synergy_Bliss=-0.891, Synergy_Loewe=2.26, Synergy_HSA=2.77.